From a dataset of Reaction yield outcomes from USPTO patents with 853,638 reactions. Predict the reaction yield, written as a fraction of the theoretical maximum amount of product (1.0 means a 100% yield; for example, 0.34 means a 34% yield). (1) The catalyst is C1COCC1. The reactants are [F:1][CH2:2][C:3]([C:7]1[O:11][N:10]=[C:9]([NH2:12])[CH:8]=1)([CH3:6])[CH2:4][F:5].Cl[C:14]([O:16][C:17]1[CH:22]=[CH:21][CH:20]=[CH:19][CH:18]=1)=[O:15].C([O-])([O-])=O.[K+].[K+]. The yield is 0.760. The product is [F:5][CH2:4][C:3]([C:7]1[O:11][N:10]=[C:9]([NH:12][C:14](=[O:15])[O:16][C:17]2[CH:22]=[CH:21][CH:20]=[CH:19][CH:18]=2)[CH:8]=1)([CH3:6])[CH2:2][F:1]. (2) The reactants are C(OC(=O)[NH:7][CH2:8][C:9]1[CH:14]=[CH:13][C:12]([C:15]([N:17]2[CH2:26][CH2:25][C:24]3[N:23]=[C:22]([CH3:27])[O:21][C:20]=3[C:19]3[CH:28]=[CH:29][CH:30]=[CH:31][C:18]2=3)=[O:16])=[CH:11][C:10]=1[CH3:32])(C)(C)C.[ClH:34].O1CCOCC1. The catalyst is CO. The product is [ClH:34].[NH2:7][CH2:8][C:9]1[CH:14]=[CH:13][C:12]([C:15]([N:17]2[CH2:26][CH2:25][C:24]3[N:23]=[C:22]([CH3:27])[O:21][C:20]=3[C:19]3[CH:28]=[CH:29][CH:30]=[CH:31][C:18]2=3)=[O:16])=[CH:11][C:10]=1[CH3:32]. The yield is 1.00. (3) The reactants are F[C:2]1[CH:7]=[CH:6][CH:5]=[CH:4][C:3]=1[CH2:8][C:9](=[O:15])[C:10]([O:12][CH2:13][CH3:14])=[O:11].[CH3:16][O:17]C1C=C(C=CC=1)CBr.[Mg].C(OCC)(=O)C(OCC)=O. No catalyst specified. The product is [CH3:16][O:17][C:7]1[CH:2]=[C:3]([CH2:8][C:9](=[O:15])[C:10]([O:12][CH2:13][CH3:14])=[O:11])[CH:4]=[CH:5][CH:6]=1. The yield is 0.740. (4) The reactants are [CH2:1]([N:8]([C:16]12[CH2:23][CH2:22][C:19]([CH2:24][OH:25])([CH2:20][CH2:21]1)[CH2:18][CH2:17]2)[C:9](=[O:15])[O:10][C:11]([CH3:14])([CH3:13])[CH3:12])[C:2]1[CH:7]=[CH:6][CH:5]=[CH:4][CH:3]=1.CC(OI1(OC(C)=O)(OC(C)=O)OC(=O)C2C=CC=CC1=2)=O. The catalyst is C(Cl)Cl. The product is [CH2:1]([N:8]([C:16]12[CH2:21][CH2:20][C:19]([CH:24]=[O:25])([CH2:18][CH2:17]1)[CH2:22][CH2:23]2)[C:9](=[O:15])[O:10][C:11]([CH3:14])([CH3:13])[CH3:12])[C:2]1[CH:7]=[CH:6][CH:5]=[CH:4][CH:3]=1. The yield is 0.480. (5) The reactants are [CH3:1][O:2][C:3](=[O:8])[C@H:4]([CH2:6][OH:7])[NH2:5].C(N(CC)CC)C.[CH3:16][O:17][C:18]1[CH:23]=[CH:22][C:21]([S:24](Cl)(=[O:26])=[O:25])=[CH:20][CH:19]=1. The catalyst is ClCCl. The product is [CH3:1][O:2][C:3](=[O:8])[CH:4]([NH:5][S:24]([C:21]1[CH:20]=[CH:19][C:18]([O:17][CH3:16])=[CH:23][CH:22]=1)(=[O:26])=[O:25])[CH2:6][OH:7]. The yield is 0.540. (6) The reactants are Cl.[Cl:2][C:3]1[CH:23]=[CH:22][C:6]([CH2:7][C:8]2[N:9]=[C:10]([C:16]3[CH:21]=[CH:20][N:19]=[CH:18][CH:17]=3)[S:11][C:12]=2[C:13](=[NH:15])[NH2:14])=[CH:5][CH:4]=1.[O-]CC.[Na+].C([O:30][C:31]([CH:33]=[CH:34][O-])=O)C.[Na+]. The catalyst is C(O)C. The product is [Cl:2][C:3]1[CH:4]=[CH:5][C:6]([CH2:7][C:8]2[N:9]=[C:10]([C:16]3[CH:21]=[CH:20][N:19]=[CH:18][CH:17]=3)[S:11][C:12]=2[C:13]2[NH:14][C:31](=[O:30])[CH:33]=[CH:34][N:15]=2)=[CH:22][CH:23]=1. The yield is 0.120.